From a dataset of Full USPTO retrosynthesis dataset with 1.9M reactions from patents (1976-2016). Predict the reactants needed to synthesize the given product. (1) Given the product [F:1][C:2]1[N:10]=[CH:9][CH:8]=[CH:7][C:3]=1[C:4]([NH:11][C:12]1[CH:17]=[CH:16][CH:15]=[CH:14][C:13]=1[CH3:18])=[O:5], predict the reactants needed to synthesize it. The reactants are: [F:1][C:2]1[N:10]=[CH:9][CH:8]=[CH:7][C:3]=1[C:4](Cl)=[O:5].[NH2:11][C:12]1[C:13]([CH3:18])=[CH:14][CH:15]=[CH:16][CH:17]=1. (2) Given the product [CH3:20][C:19]1[C:13]([CH3:12])=[C:14]([OH:15])[C:6]2[C:4](=[C:3]([C:2]([F:10])([F:11])[F:1])[CH:9]=[CH:8][CH:7]=2)[N:5]=1, predict the reactants needed to synthesize it. The reactants are: [F:1][C:2]([F:11])([F:10])[C:3]1[CH:9]=[CH:8][CH:7]=[CH:6][C:4]=1[NH2:5].[CH3:12][CH:13]([C:19](=O)[CH3:20])[C:14](OCC)=[O:15]. (3) Given the product [N:8]1([CH2:16][CH2:17][N:27]2[C:26]3[CH:31]=[CH:32][C:23]([CH2:22][CH2:21][CH2:20][F:19])=[CH:24][C:25]=3[S:29][C:28]2=[O:30])[CH2:14][CH2:13][CH2:12][CH2:11][CH2:10][CH2:9]1, predict the reactants needed to synthesize it. The reactants are: C([O-])([O-])=O.[K+].[K+].Cl.[N:8](=[CH:16][CH2:17]Cl)[CH2:9][CH2:10][CH2:11][CH2:12][CH2:13][CH2:14]Cl.[F:19][CH2:20][CH2:21][CH2:22][C:23]1[CH:32]=[CH:31][C:26]2[NH:27][C:28](=[O:30])[S:29][C:25]=2[CH:24]=1.O. (4) Given the product [OH:1][C:2]1[CH:11]=[CH:10][C:5]2[C:6](=[O:9])[CH2:7][O:8][C:4]=2[C:3]=1[C:12]([N:48]1[CH2:47][CH2:46][N:45]([C:38]([O:40][C:41]([CH3:44])([CH3:43])[CH3:42])=[O:39])[CH2:50][CH2:49]1)=[O:14], predict the reactants needed to synthesize it. The reactants are: [OH:1][C:2]1[CH:11]=[CH:10][C:5]2[C:6](=[O:9])[CH2:7][O:8][C:4]=2[C:3]=1[C:12]([OH:14])=O.O.ON1C2C=CC=CC=2N=N1.Cl.C(N=C=NCCCN(C)C)C.[C:38]([N:45]1[CH2:50][CH2:49][NH:48][CH2:47][CH2:46]1)([O:40][C:41]([CH3:44])([CH3:43])[CH3:42])=[O:39].